This data is from Catalyst prediction with 721,799 reactions and 888 catalyst types from USPTO. The task is: Predict which catalyst facilitates the given reaction. (1) Reactant: [Br:1][C:2]1[CH:8]=[C:7]([O:9][CH3:10])[CH:6]=[CH:5][C:3]=1[NH2:4].[C:11]([C:17]([O:19][CH3:20])=[O:18])#[C:12][C:13]([O:15][CH3:16])=[O:14].C(O)C. Product: [CH3:16][O:15][C:13](=[O:14])[C:12]([NH:4][C:3]1[CH:5]=[CH:6][C:7]([O:9][CH3:10])=[CH:8][C:2]=1[Br:1])=[CH:11][C:17]([O:19][CH3:20])=[O:18]. The catalyst class is: 5. (2) Reactant: [CH2:1]([N:8]1[C:16]2[C:15]3=[N:17][C@H:18]([CH2:20][C:21]4[CH:26]=[CH:25][CH:24]=[CH:23][CH:22]=4)[CH2:19][N:14]3[C:13](=[O:27])[N:12]([CH2:28][CH2:29][CH3:30])[C:11]=2[N:10]=[C:9]1Br)[C:2]1[CH:7]=[CH:6][CH:5]=[CH:4][CH:3]=1.C(=O)([O-])[O-].[K+].[K+].[NH:38]1[CH2:42][CH2:41][CH2:40][CH2:39]1.O. Product: [CH2:1]([N:8]1[C:16]2[C:15]3=[N:17][C@H:18]([CH2:20][C:21]4[CH:26]=[CH:25][CH:24]=[CH:23][CH:22]=4)[CH2:19][N:14]3[C:13](=[O:27])[N:12]([CH2:28][CH2:29][CH3:30])[C:11]=2[N:10]=[C:9]1[N:38]1[CH2:42][CH2:41][CH2:40][CH2:39]1)[C:2]1[CH:7]=[CH:6][CH:5]=[CH:4][CH:3]=1. The catalyst class is: 9.